From a dataset of Forward reaction prediction with 1.9M reactions from USPTO patents (1976-2016). Predict the product of the given reaction. (1) Given the reactants [Si]([O:8][CH2:9][C:10]1[S:14][CH:13]=[N:12][C:11]=1/[CH:15]=[CH:16]\[S:17][C:18]([C:31]1[CH:36]=[CH:35][CH:34]=[CH:33][CH:32]=1)([C:25]1[CH:30]=[CH:29][CH:28]=[CH:27][CH:26]=1)[C:19]1[CH:24]=[CH:23][CH:22]=[CH:21][CH:20]=1)(C(C)(C)C)(C)C.Cl.O.C(=O)(O)[O-].[Na+], predict the reaction product. The product is: [OH:8][CH2:9][C:10]1[S:14][CH:13]=[N:12][C:11]=1/[CH:15]=[CH:16]\[S:17][C:18]([C:31]1[CH:36]=[CH:35][CH:34]=[CH:33][CH:32]=1)([C:19]1[CH:20]=[CH:21][CH:22]=[CH:23][CH:24]=1)[C:25]1[CH:30]=[CH:29][CH:28]=[CH:27][CH:26]=1. (2) Given the reactants Cl[C:2]1[N:6]([C:7]2[CH:12]=[CH:11][C:10]([S:13]([CH3:16])(=[O:15])=[O:14])=[CH:9][N:8]=2)[N:5]=[C:4]([CH:17]([F:19])[F:18])[C:3]=1[C:20]#[N:21].[CH3:22][C@H:23]1[O:28][C@@H:27]([CH3:29])[CH2:26][NH:25][CH2:24]1.[F-].[K+].O, predict the reaction product. The product is: [F:18][CH:17]([F:19])[C:4]1[C:3]([C:20]#[N:21])=[C:2]([N:25]2[CH2:24][C@H:23]([CH3:22])[O:28][C@H:27]([CH3:29])[CH2:26]2)[N:6]([C:7]2[CH:12]=[CH:11][C:10]([S:13]([CH3:16])(=[O:15])=[O:14])=[CH:9][N:8]=2)[N:5]=1. (3) Given the reactants [CH2:1](OC[CH:7]1[CH2:12][CH2:11]C(COCC2OC2)[CH2:9][CH2:8]1)C1[O:4][CH2:3]1.[C:19]1([OH:25])[CH:24]=[CH:23][CH:22]=[CH:21][CH:20]=1.[CH3:26][CH:27](OC(C)=O)[CH2:28][O:29]C, predict the reaction product. The product is: [CH2:3]=[O:4].[CH3:11][C:12]1[C:27]([CH3:26])=[C:28]([OH:29])[CH:9]=[CH:8][CH:7]=1.[CH3:1][C:20]1[CH:21]=[CH:22][CH:23]=[CH:24][C:19]=1[OH:25].